Dataset: Full USPTO retrosynthesis dataset with 1.9M reactions from patents (1976-2016). Task: Predict the reactants needed to synthesize the given product. (1) The reactants are: Cl.[Cl:2][C:3]1[CH:8]=[CH:7][C:6]([N:9]2[CH2:14][CH2:13][CH:12]([C:15]([OH:17])=O)[CH2:11][CH2:10]2)=[CH:5][C:4]=1[C:18]1[NH:22][C:21]2[CH:23]=[CH:24][C:25]([CH3:27])=[CH:26][C:20]=2[N:19]=1.CN(C(ON1N=NC2C=CC=NC1=2)=[N+](C)C)C.F[P-](F)(F)(F)(F)F.[CH3:52][NH:53][CH:54]1[CH2:58][CH2:57][N:56]([CH3:59])[CH2:55]1. Given the product [CH3:52][N:53]([CH:54]1[CH2:58][CH2:57][N:56]([CH3:59])[CH2:55]1)[C:15]([CH:12]1[CH2:11][CH2:10][N:9]([C:6]2[CH:7]=[CH:8][C:3]([Cl:2])=[C:4]([C:18]3[NH:22][C:21]4[CH:23]=[CH:24][C:25]([CH3:27])=[CH:26][C:20]=4[N:19]=3)[CH:5]=2)[CH2:14][CH2:13]1)=[O:17], predict the reactants needed to synthesize it. (2) Given the product [Br:23][C:24]1[CH:25]=[C:26]([C:27]2[O:1][N:2]=[C:3]([C:5]3[CH:13]=[CH:12][C:11]4[NH:10][C:9]5[CH:14]([CH2:17][C:18]([OH:20])=[O:19])[CH2:15][CH2:16][C:8]=5[C:7]=4[CH:6]=3)[N:4]=2)[CH:30]=[C:31]([O:33][C:34]([F:35])([F:36])[F:37])[CH:32]=1, predict the reactants needed to synthesize it. The reactants are: [OH:1][NH:2][C:3]([C:5]1[CH:13]=[CH:12][C:11]2[NH:10][C:9]3[CH:14]([CH2:17][C:18]([O:20]CC)=[O:19])[CH2:15][CH2:16][C:8]=3[C:7]=2[CH:6]=1)=[NH:4].[Br:23][C:24]1[CH:25]=[C:26]([CH:30]=[C:31]([O:33][C:34]([F:37])([F:36])[F:35])[CH:32]=1)[C:27](Cl)=O. (3) Given the product [Cl:1][C:2]1[CH:10]=[C:9]2[C:5]([C:6]([C:12]3[N:13]=[C:14]4[C:20]([C:21]([NH:33][C:30]([C:24]5[CH:29]=[CH:28][CH:27]=[CH:26][CH:25]=5)([CH3:32])[CH3:31])=[O:22])=[CH:19][NH:18][C:15]4=[N:16][CH:17]=3)=[N:7][N:8]2[CH3:11])=[CH:4][CH:3]=1, predict the reactants needed to synthesize it. The reactants are: [Cl:1][C:2]1[CH:10]=[C:9]2[C:5]([C:6]([C:12]3[N:13]=[C:14]4[C:20]([C:21](O)=[O:22])=[CH:19][NH:18][C:15]4=[N:16][CH:17]=3)=[N:7][N:8]2[CH3:11])=[CH:4][CH:3]=1.[C:24]1([C:30]([NH2:33])([CH3:32])[CH3:31])[CH:29]=[CH:28][CH:27]=[CH:26][CH:25]=1.CCN=C=NCCCN(C)C.CN(C(ON1N=NC2C=CC=NC1=2)=[N+](C)C)C.F[P-](F)(F)(F)(F)F.CCN(C(C)C)C(C)C. (4) Given the product [CH3:8][O:9][C:10]1[CH:15]=[CH:14][C:13]([N:16]2[CH2:17][CH2:18][C:19]3([CH2:23][NH:22][CH2:21][CH2:20]3)[CH2:31][CH2:32]2)=[CH:12][CH:11]=1, predict the reactants needed to synthesize it. The reactants are: C(O)(C(F)(F)F)=O.[CH3:8][O:9][C:10]1[CH:15]=[CH:14][C:13]([N:16]2[CH2:32][CH2:31][C:19]3([CH2:23][N:22](C(OC(C)(C)C)=O)[CH2:21][CH2:20]3)[CH2:18][CH2:17]2)=[CH:12][CH:11]=1. (5) Given the product [CH2:1]([N:8]1[CH2:17][CH2:16][C:15]2[C:14]([Cl:31])=[N:13][C:12]([C:19]3[CH:20]=[N:21][C:22]([C:25]([F:28])([F:27])[F:26])=[CH:23][CH:24]=3)=[N:11][C:10]=2[CH2:9]1)[C:2]1[CH:7]=[CH:6][CH:5]=[CH:4][CH:3]=1, predict the reactants needed to synthesize it. The reactants are: [CH2:1]([N:8]1[CH2:17][CH2:16][C:15]2[C:14](O)=[N:13][C:12]([C:19]3[CH:20]=[N:21][C:22]([C:25]([F:28])([F:27])[F:26])=[CH:23][CH:24]=3)=[N:11][C:10]=2[CH2:9]1)[C:2]1[CH:7]=[CH:6][CH:5]=[CH:4][CH:3]=1.P(Cl)(Cl)([Cl:31])=O.C(N(CC)C1C=CC=CC=1)C. (6) Given the product [Br:8][C:5]1[CH:4]=[C:3]2[C:2](=[CH:7][CH:6]=1)[N:1]=[C:25]([CH3:26])[C:24]([C:23]([C:17]1[CH:22]=[CH:21][CH:20]=[CH:19][CH:18]=1)=[O:28])=[C:9]2[C:11]1[CH:16]=[CH:15][CH:14]=[CH:13][CH:12]=1, predict the reactants needed to synthesize it. The reactants are: [NH2:1][C:2]1[CH:7]=[CH:6][C:5]([Br:8])=[CH:4][C:3]=1[C:9]([C:11]1[CH:16]=[CH:15][CH:14]=[CH:13][CH:12]=1)=O.[C:17]1([C:23](=[O:28])[CH2:24][C:25](=O)[CH3:26])[CH:22]=[CH:21][CH:20]=[CH:19][CH:18]=1.